From a dataset of Forward reaction prediction with 1.9M reactions from USPTO patents (1976-2016). Predict the product of the given reaction. (1) Given the reactants [P:1]([O:19][C:20]([C:23]1[N:28]=[CH:27][C:26]([C:29]2[C:43]([F:44])=[C:42]([C@H:45]3[CH2:49][CH2:48][CH2:47][O:46]3)[C:32]3[NH:33][C:34]([NH:36][C:37]([NH:39][CH2:40][CH3:41])=[O:38])=[N:35][C:31]=3[CH:30]=2)=[CH:25][N:24]=1)([CH3:22])[CH3:21])([O:11]CC1C=CC=CC=1)([O:3]CC1C=CC=CC=1)=[O:2].CCO.[OH-].[Na+:54], predict the reaction product. The product is: [P:1]([O-:11])([O-:3])([O:19][C:20]([C:23]1[N:28]=[CH:27][C:26]([C:29]2[C:43]([F:44])=[C:42]([C@H:45]3[CH2:49][CH2:48][CH2:47][O:46]3)[C:32]3[NH:33][C:34]([NH:36][C:37]([NH:39][CH2:40][CH3:41])=[O:38])=[N:35][C:31]=3[CH:30]=2)=[CH:25][N:24]=1)([CH3:21])[CH3:22])=[O:2].[Na+:54].[Na+:54]. (2) Given the reactants [Si]([O:8][CH2:9][C:10]1([CH3:30])[S:16][CH2:15][CH2:14][N:13]2[C:17]([C:20]3([C:23]4[CH:28]=[CH:27][C:26](Cl)=[CH:25][CH:24]=4)[CH2:22][CH2:21]3)=[N:18][N:19]=[C:12]2[CH2:11]1)(C(C)(C)C)(C)C.[CH3:31][C:32]1[CH:33]=[C:34](B(O)O)[CH:35]=[CH:36][CH:37]=1.P([O-])([O-])([O-])=O.[K+].[K+].[K+].C(=O)([O-])O.[Na+], predict the reaction product. The product is: [CH3:30][C:10]1([CH2:9][OH:8])[S:16][CH2:15][CH2:14][N:13]2[C:17]([C:20]3([C:23]4[CH:28]=[CH:27][C:26]([C:36]5[CH:35]=[CH:34][CH:33]=[C:32]([CH3:31])[CH:37]=5)=[CH:25][CH:24]=4)[CH2:22][CH2:21]3)=[N:18][N:19]=[C:12]2[CH2:11]1.